From a dataset of Peptide-MHC class II binding affinity with 134,281 pairs from IEDB. Regression. Given a peptide amino acid sequence and an MHC pseudo amino acid sequence, predict their binding affinity value. This is MHC class II binding data. (1) The peptide sequence is LCAVQLLLMRTSWAL. The MHC is DRB1_0401 with pseudo-sequence DRB1_0401. The binding affinity (normalized) is 0.626. (2) The peptide sequence is AAATAGTTVYGAFGA. The MHC is HLA-DPA10103-DPB10401 with pseudo-sequence HLA-DPA10103-DPB10401. The binding affinity (normalized) is 0. (3) The peptide sequence is PAGVCPTIGVGGNFA. The MHC is HLA-DPA10201-DPB11401 with pseudo-sequence HLA-DPA10201-DPB11401. The binding affinity (normalized) is 0.